From a dataset of Full USPTO retrosynthesis dataset with 1.9M reactions from patents (1976-2016). Predict the reactants needed to synthesize the given product. Given the product [C:22]([C:24]1[CH:25]=[CH:26][C:27]([S:30]([C:2]2[CH:3]=[CH:4][C:5]3[O:14][C:13]4[CH2:12][CH2:11][N:10]([C:15]([O:17][C:18]([CH3:21])([CH3:20])[CH3:19])=[O:16])[CH2:9][C:8]=4[C:6]=3[CH:7]=2)(=[O:32])=[O:31])=[CH:28][CH:29]=1)#[N:23], predict the reactants needed to synthesize it. The reactants are: Br[C:2]1[CH:3]=[CH:4][C:5]2[O:14][C:13]3[CH2:12][CH2:11][N:10]([C:15]([O:17][C:18]([CH3:21])([CH3:20])[CH3:19])=[O:16])[CH2:9][C:8]=3[C:6]=2[CH:7]=1.[C:22]([C:24]1[CH:29]=[CH:28][C:27]([S:30]([O-:32])=[O:31])=[CH:26][CH:25]=1)#[N:23].[Na+].